Dataset: Reaction yield outcomes from USPTO patents with 853,638 reactions. Task: Predict the reaction yield, written as a fraction of the theoretical maximum amount of product (1.0 means a 100% yield; for example, 0.34 means a 34% yield). (1) The reactants are [CH3:1][O:2][C:3](=[O:18])[CH:4]([C:9]([CH3:17])([C:11]1[O:12][C:13]([CH3:16])=[CH:14][CH:15]=1)[CH3:10])C(OC)=O.[Li+].[Cl-].O. The catalyst is CS(C)=O. The product is [CH3:1][O:2][C:3](=[O:18])[CH2:4][C:9]([CH3:10])([C:11]1[O:12][C:13]([CH3:16])=[CH:14][CH:15]=1)[CH3:17]. The yield is 0.780. (2) The reactants are [C:1]([O:5][C:6]([N:8]1[CH2:12][CH2:11][CH2:10][C@H:9]1[C:13]1[NH:17][N:16]=[N:15][N:14]=1)=[O:7])([CH3:4])([CH3:3])[CH3:2].C([O-])([O-])=O.[K+].[K+].[CH2:24](Br)[C:25]1[CH:30]=[CH:29][CH:28]=[CH:27][CH:26]=1. The catalyst is CN(C)C=O.CCOC(C)=O. The product is [C:1]([O:5][C:6]([N:8]1[CH2:12][CH2:11][CH2:10][C@H:9]1[C:13]1[N:17]([CH2:24][C:25]2[CH:30]=[CH:29][CH:28]=[CH:27][CH:26]=2)[N:16]=[N:15][N:14]=1)=[O:7])([CH3:4])([CH3:2])[CH3:3]. The yield is 0.870. (3) The reactants are [CH3:1][N:2]1[C:10]2[C:9]3=[C:11]([S:17][CH2:18][CH2:19][CH3:20])[S:12][C:13]([C:14]([NH2:16])=[O:15])=[C:8]3[CH2:7][CH2:6][C:5]=2[CH:4]=[N:3]1.ClC1C=CC=C(C(OO)=[O:29])C=1. The catalyst is ClCCl. The product is [CH3:1][N:2]1[C:10]2[C:9]3=[C:11]([S:17]([CH2:18][CH2:19][CH3:20])=[O:29])[S:12][C:13]([C:14]([NH2:16])=[O:15])=[C:8]3[CH2:7][CH2:6][C:5]=2[CH:4]=[N:3]1. The yield is 0.430. (4) The reactants are CO[C:3](=O)[C@@H:4]1[CH2:8][C:7](=[CH:9][C:10]2[CH:15]=[CH:14][CH:13]=[CH:12][CH:11]=2)[CH2:6][N:5]1[C:16](OCC1C=CC=CC=1)=O.C[O:28][C:29](=O)[C@@H:30]1CC(=C)CN1C(OCC1C=CC=CC=1)=O. No catalyst specified. The product is [CH2:9]([C@@H:7]1[CH2:6][N:5]2[C@H:4]([CH2:3][C:29](=[O:28])[CH2:30][CH2:16]2)[CH2:8]1)[C:10]1[CH:11]=[CH:12][CH:13]=[CH:14][CH:15]=1. The yield is 0.0400. (5) The reactants are Br[C:2]1[C:10]2[CH:9]=[N:8][C:7]([NH:11][CH2:12][C:13]3[CH:18]=[CH:17][C:16]([F:19])=[C:15]([F:20])[CH:14]=3)=[N:6][C:5]=2[N:4]([CH2:21][C@@H:22]2[CH2:27][CH2:26][CH2:25][N:24](C(OC(C)(C)C)=O)[CH2:23]2)[C:3]=1[C:35]1[C:40]([Cl:41])=[CH:39][CH:38]=[CH:37][C:36]=1[Cl:42].[Cu][C:44]#[N:45]. The catalyst is CN1C(=O)CCC1.C(Cl)Cl.CO. The product is [Cl:41][C:40]1[CH:39]=[CH:38][CH:37]=[C:36]([Cl:42])[C:35]=1[C:3]1[N:4]([CH2:21][C@@H:22]2[CH2:27][CH2:26][CH2:25][NH:24][CH2:23]2)[C:5]2[N:6]=[C:7]([NH:11][CH2:12][C:13]3[CH:18]=[CH:17][C:16]([F:19])=[C:15]([F:20])[CH:14]=3)[N:8]=[CH:9][C:10]=2[C:2]=1[C:44]#[N:45]. The yield is 0.120.